This data is from Full USPTO retrosynthesis dataset with 1.9M reactions from patents (1976-2016). The task is: Predict the reactants needed to synthesize the given product. (1) Given the product [CH3:13][O:12][C:11]1[CH:10]=[C:9]2[C:4]([C:5](=[O:15])[CH:6]=[C:7]([CH3:14])[NH:8]2)=[CH:3][C:2]=1[B:16]1[O:20][C:19]([CH3:22])([CH3:21])[C:18]([CH3:24])([CH3:23])[O:17]1, predict the reactants needed to synthesize it. The reactants are: Br[C:2]1[CH:3]=[C:4]2[C:9](=[CH:10][C:11]=1[O:12][CH3:13])[NH:8][C:7]([CH3:14])=[CH:6][C:5]2=[O:15].[B:16]1([B:16]2[O:20][C:19]([CH3:22])([CH3:21])[C:18]([CH3:24])([CH3:23])[O:17]2)[O:20][C:19]([CH3:22])([CH3:21])[C:18]([CH3:24])([CH3:23])[O:17]1.CC([O-])=O.[K+].COC1C=C2C(C(=O)C=C(C)N2)=CC=1B(O)O. (2) The reactants are: [H-].[Na+].[CH2:3]([O:10][C:11]1[CH:16]=[CH:15][C:14]([C:17]([OH:26])([C:22]([F:25])([F:24])[F:23])[C:18]([F:21])([F:20])[F:19])=[CH:13][C:12]=1[CH2:27][CH2:28][CH3:29])[C:4]1[CH:9]=[CH:8][CH:7]=[CH:6][CH:5]=1.[CH3:30][O:31][CH2:32]Cl.O. Given the product [CH2:3]([O:10][C:11]1[CH:16]=[CH:15][C:14]([C:17]([O:26][CH2:30][O:31][CH3:32])([C:18]([F:19])([F:20])[F:21])[C:22]([F:23])([F:24])[F:25])=[CH:13][C:12]=1[CH2:27][CH2:28][CH3:29])[C:4]1[CH:5]=[CH:6][CH:7]=[CH:8][CH:9]=1, predict the reactants needed to synthesize it. (3) Given the product [CH3:9][O:8][C:6]([C:5]1[CH:4]=[CH:3][C:2](/[N:1]=[CH:12]/[C:14]2[CH:15]=[C:16]([CH:27]=[CH:28][CH:29]=2)[C:17]([O:19][CH2:20][C:21]2[CH:22]=[CH:23][CH:24]=[CH:25][CH:26]=2)=[O:18])=[CH:11][CH:10]=1)=[O:7], predict the reactants needed to synthesize it. The reactants are: [NH2:1][C:2]1[CH:11]=[CH:10][C:5]([C:6]([O:8][CH3:9])=[O:7])=[CH:4][CH:3]=1.[CH:12]([C:14]1[CH:15]=[C:16]([CH:27]=[CH:28][CH:29]=1)[C:17]([O:19][CH2:20][C:21]1[CH:26]=[CH:25][CH:24]=[CH:23][CH:22]=1)=[O:18])=O. (4) The reactants are: Cl[C:2]1[N:7]=[C:6]2[N:8]([CH:11]3[CH2:16][CH2:15][N:14]([CH2:17][C:18]4[CH:19]=[N:20][CH:21]=[CH:22][CH:23]=4)[CH2:13][CH2:12]3)[N:9]=[CH:10][C:5]2=[C:4]([N:24]2[CH2:29][CH2:28][O:27][CH2:26][CH2:25]2)[N:3]=1.C([O-])([O-])=O.[Na+].[Na+].CO[CH2:38][CH2:39]OC. Given the product [NH:3]1[C:38]2[C:39](=[CH:16][C:11]([C:2]3[N:7]=[C:6]4[N:8]([CH:11]5[CH2:16][CH2:15][N:14]([CH2:17][C:18]6[CH:19]=[N:20][CH:21]=[CH:22][CH:23]=6)[CH2:13][CH2:12]5)[N:9]=[CH:10][C:5]4=[C:4]([N:24]4[CH2:29][CH2:28][O:27][CH2:26][CH2:25]4)[N:3]=3)=[CH:12][CH:13]=2)[CH2:5][CH2:4]1, predict the reactants needed to synthesize it.